From a dataset of Catalyst prediction with 721,799 reactions and 888 catalyst types from USPTO. Predict which catalyst facilitates the given reaction. (1) Reactant: [Cl:1][C:2]1[CH:3]=[C:4]([N:32]([C@H:35]2[CH2:40][CH2:39][C@H:38]([N:41]([CH3:43])[CH3:42])[CH2:37][CH2:36]2)[CH2:33][CH3:34])[C:5]([CH3:31])=[C:6]([CH:30]=1)[C:7]([NH:9][CH2:10][C:11]1[C:12]([O:28][CH3:29])=[N:13][C:14]([CH3:27])=[CH:15][C:16]=1[O:17]CC1C=CC(OC)=CC=1)=[O:8].C(O)(C(F)(F)F)=O. Product: [Cl:1][C:2]1[CH:3]=[C:4]([N:32]([C@H:35]2[CH2:40][CH2:39][C@H:38]([N:41]([CH3:43])[CH3:42])[CH2:37][CH2:36]2)[CH2:33][CH3:34])[C:5]([CH3:31])=[C:6]([CH:30]=1)[C:7]([NH:9][CH2:10][C:11]1[C:16](=[O:17])[CH:15]=[C:14]([CH3:27])[NH:13][C:12]=1[O:28][CH3:29])=[O:8]. The catalyst class is: 2. (2) The catalyst class is: 10. Reactant: [F:1][C:2]([F:13])([F:12])[C:3]1[CH:8]=[CH:7][CH:6]=[CH:5][C:4]=1[S:9]([O-:11])=[O:10].[Na+].[Cl:15][C:16]1[N:21]=[C:20]([CH2:22]I)[CH:19]=[C:18]([N:24]2[CH2:29][CH2:28][O:27][CH2:26][C@@H:25]2[CH3:30])[N:17]=1. Product: [Cl:15][C:16]1[N:17]=[C:18]([N:24]2[CH2:29][CH2:28][O:27][CH2:26][C@@H:25]2[CH3:30])[CH:19]=[C:20]([CH2:22][S:9]([C:4]2[CH:5]=[CH:6][CH:7]=[CH:8][C:3]=2[C:2]([F:1])([F:12])[F:13])(=[O:11])=[O:10])[N:21]=1. (3) Reactant: [C:1](/[C:4](=[C:18](\O[Si](C(C)(C)C)(C)C)/[CH3:19])/[CH2:5][C:6]([NH:8][CH2:9][C:10]1[CH:15]=[CH:14][C:13]([F:16])=[CH:12][C:11]=1[Cl:17])=[O:7])(=O)[CH3:2].Cl.Cl.[NH:30]([CH2:32][C:33]1[CH:34]=[N:35][CH:36]=[CH:37][CH:38]=1)[NH2:31].C([O-])(=O)C.[Na+]. Product: [Cl:17][C:11]1[CH:12]=[C:13]([F:16])[CH:14]=[CH:15][C:10]=1[CH2:9][NH:8][C:6](=[O:7])[CH2:5][C:4]1[C:1]([CH3:2])=[N:31][N:30]([CH2:32][C:33]2[CH:34]=[N:35][CH:36]=[CH:37][CH:38]=2)[C:18]=1[CH3:19]. The catalyst class is: 8. (4) Reactant: COC[O:4][C:5]1[C:10]2[C:11]3([CH2:14][O:15][C:9]=2[CH:8]=[CH:7][CH:6]=1)[CH2:13][CH2:12]3.O. Product: [C:11]12([C:10]3=[C:5]([OH:4])[CH:6]=[CH:7][CH:8]=[C:9]3[O:15][CH2:14]1)[CH2:13][CH2:12]2. The catalyst class is: 240. (5) Reactant: [CH3:1][C@H:2]1[C@@H:7]([N:8]([C:10]2[N:18]=[CH:17][N:16]=[C:15]3[C:11]=2[CH:12]=[CH:13][NH:14]3)[CH3:9])[CH2:6][N:5]([C:19]([CH2:21][C:22]#[N:23])=[O:20])[CH2:4][CH2:3]1.Cl.[C:25]([OH:37])(=[O:36])[CH2:26][C:27]([CH2:32][C:33]([OH:35])=[O:34])([C:29]([OH:31])=[O:30])[OH:28].C(N)CCC. The catalyst class is: 6. Product: [CH3:1][C@H:2]1[C@@H:7]([N:8]([C:10]2[N:18]=[CH:17][N:16]=[C:15]3[C:11]=2[CH:12]=[CH:13][NH:14]3)[CH3:9])[CH2:6][N:5]([C:19]([CH2:21][C:22]#[N:23])=[O:20])[CH2:4][CH2:3]1.[CH2:32]([C:27]([OH:28])([C:29]([OH:31])=[O:30])[CH2:26][C:25]([OH:37])=[O:36])[C:33]([OH:35])=[O:34]. (6) The catalyst class is: 1. Reactant: [CH3:1][O:2][CH2:3][CH2:4][O:5][C:6]1[CH:14]=[CH:13][C:9]([C:10](O)=[O:11])=[CH:8][N:7]=1.B. Product: [CH3:1][O:2][CH2:3][CH2:4][O:5][C:6]1[N:7]=[CH:8][C:9]([CH2:10][OH:11])=[CH:13][CH:14]=1. (7) Reactant: [N+:1]([C:4]1[C:5](C(O)=O)=[N:6][N:7]([C:9]2[CH:14]=[CH:13][CH:12]=[CH:11][CH:10]=2)[CH:8]=1)([O-])=O.C([N:20](CC)CC)C.C1(P(N=[N+]=[N-])(C2C=CC=CC=2)=O)C=CC=CC=1.FC(F)(F)[C:44]([OH:46])=[O:45].[C:49](O)([CH3:52])([CH3:51])[CH3:50]. Product: [NH2:20][C:5]1[C:4]([NH:1][C:44](=[O:45])[O:46][C:49]([CH3:52])([CH3:51])[CH3:50])=[CH:8][N:7]([C:9]2[CH:10]=[CH:11][CH:12]=[CH:13][CH:14]=2)[N:6]=1. The catalyst class is: 12. (8) Reactant: [CH3:1][C:2]1[CH:3]=[CH:4][C:5]2[N:6]([CH:8]=[C:9]([CH:11]=O)[N:10]=2)[CH:7]=1.[CH3:13][O:14][C:15]1[CH:16]=[C:17]([CH:19]=[CH:20][CH:21]=1)[NH2:18]. Product: [CH3:13][O:14][C:15]1[CH:16]=[C:17]([CH:19]=[CH:20][CH:21]=1)[N:18]=[CH:11][C:9]1[N:10]=[C:5]2[CH:4]=[CH:3][C:2]([CH3:1])=[CH:7][N:6]2[CH:8]=1. The catalyst class is: 8. (9) Reactant: Cl.[N:2]1([CH:8]([C:12]2[CH:17]=[CH:16][C:15]([CH3:18])=[CH:14][CH:13]=2)[C:9]([OH:11])=[O:10])[CH2:7][CH2:6][CH2:5][CH2:4][CH2:3]1.C1CCC(N=C=NC2CCCCC2)CC1.C1C=CC2N(O)N=NC=2C=1.[N:44]12[CH2:51][CH2:50][CH:47]([CH2:48][CH2:49]1)[C@@H:46](O)[CH2:45]2. Product: [N:2]1([CH:8]([C:12]2[CH:17]=[CH:16][C:15]([CH3:18])=[CH:14][CH:13]=2)[C:9]([O:11][C@@H:46]2[CH:47]3[CH2:50][CH2:51][N:44]([CH2:49][CH2:48]3)[CH2:45]2)=[O:10])[CH2:3][CH2:4][CH2:5][CH2:6][CH2:7]1. The catalyst class is: 1. (10) Reactant: [C:1]1([C:10]2[CH:15]=[CH:14][CH:13]=[CH:12][CH:11]=2)[CH:6]=[CH:5][C:4](B(O)O)=[CH:3][CH:2]=1.C1(P(C2CCCCC2)C2CCCCC2)CCCCC1.C1(P(C2CCCCC2)C2CCCCC2)CCCCC1.Br[C:55]1[C:56]([CH3:69])=[N:57][N:58]([C:61]2[CH:66]=[CH:65][CH:64]=[C:63]([O:67][CH3:68])[CH:62]=2)[C:59]=1[CH3:60].[O-]P([O-])([O-])=O.[K+].[K+].[K+]. Product: [C:1]1([C:10]2[CH:15]=[CH:14][CH:13]=[CH:12][CH:11]=2)[CH:6]=[CH:5][C:4]([C:55]2[C:56]([CH3:69])=[N:57][N:58]([C:61]3[CH:66]=[CH:65][CH:64]=[C:63]([O:67][CH3:68])[CH:62]=3)[C:59]=2[CH3:60])=[CH:3][CH:2]=1. The catalyst class is: 333.